The task is: Predict the product of the given reaction.. This data is from Forward reaction prediction with 1.9M reactions from USPTO patents (1976-2016). (1) Given the reactants [NH2:1][CH2:2][Si:3]([CH3:6])([CH3:5])[CH3:4].[CH3:7][C:8]([CH3:13])([CH3:12])[CH2:9][CH:10]=O.O, predict the reaction product. The product is: [CH3:7][C:8]([CH3:13])([CH3:12])[CH2:9]/[CH:10]=[N:1]/[CH2:2][Si:3]([CH3:6])([CH3:5])[CH3:4]. (2) Given the reactants [Cl:1][C:2]1[CH:7]=[CH:6][C:5]([N:8]2[C:16]([C:17]3[CH:22]=[CH:21][CH:20]=[CH:19][C:18]=3[Cl:23])=[N:15][C:14]3[C:9]2=[N:10][CH:11]=[N:12][C:13]=3[N:24]2[CH2:29][CH2:28][C:27](=O)[CH2:26][CH2:25]2)=[CH:4][CH:3]=1.[CH3:31][CH:32]([NH2:34])[CH3:33].Cl.[C-:36]#[N:37].[Na+], predict the reaction product. The product is: [Cl:1][C:2]1[CH:7]=[CH:6][C:5]([N:8]2[C:16]([C:17]3[CH:22]=[CH:21][CH:20]=[CH:19][C:18]=3[Cl:23])=[N:15][C:14]3[C:9]2=[N:10][CH:11]=[N:12][C:13]=3[N:24]2[CH2:29][CH2:28][C:27]([NH:34][CH:32]([CH3:33])[CH3:31])([C:36]#[N:37])[CH2:26][CH2:25]2)=[CH:4][CH:3]=1. (3) Given the reactants [CH2:1]([O:3][C@@H:4]([CH2:10][C:11]1[CH:16]=[CH:15][C:14]([OH:17])=[CH:13][CH:12]=1)[C:5]([O:7][CH2:8][CH3:9])=[O:6])[CH3:2].Br[CH2:19][C:20]([C:22]1[CH:27]=[CH:26][CH:25]=[C:24]([O:28][CH3:29])[CH:23]=1)=[O:21].C(=O)([O-])[O-].[K+].[K+], predict the reaction product. The product is: [CH2:1]([O:3][C@@H:4]([CH2:10][C:11]1[CH:12]=[CH:13][C:14]([O:17][CH2:19][C:20]([C:22]2[CH:27]=[CH:26][CH:25]=[C:24]([O:28][CH3:29])[CH:23]=2)=[O:21])=[CH:15][CH:16]=1)[C:5]([O:7][CH2:8][CH3:9])=[O:6])[CH3:2].